Dataset: Forward reaction prediction with 1.9M reactions from USPTO patents (1976-2016). Task: Predict the product of the given reaction. (1) The product is: [CH2:28]([O:29][C:30]1[C:31](=[O:36])[C:32](=[O:33])[C:34]=1[NH:3][C@H:4]1[CH2:9][CH2:8][C@H:7]([CH2:10][CH2:11][N:12]2[CH2:16][C@H:15]3[C:17]4[CH:18]=[C:19]([C:25]#[N:26])[CH:20]=[CH:21][C:22]=4[O:23][CH2:24][C@@H:14]3[CH2:13]2)[CH2:6][CH2:5]1)[CH3:27]. Given the reactants Cl.Cl.[NH2:3][C@H:4]1[CH2:9][CH2:8][C@H:7]([CH2:10][CH2:11][N:12]2[CH2:16][C@H:15]3[C:17]4[CH:18]=[C:19]([C:25]#[N:26])[CH:20]=[CH:21][C:22]=4[O:23][CH2:24][C@@H:14]3[CH2:13]2)[CH2:6][CH2:5]1.[CH3:27][CH2:28][O:29][C:30]1[C:34](=O)[C:32](=[O:33])[C:31]=1[O:36]CC.O, predict the reaction product. (2) Given the reactants C([CH:4]1[O:9][CH:8]([CH2:10][O:11][C:12](=O)[CH3:13])[CH:7]([O:15][CH2:16][C:17]2[CH:22]=[CH:21][CH:20]=[CH:19][CH:18]=2)[CH:6]([O:23][CH2:24][C:25]2[CH:30]=[CH:29][CH:28]=[CH:27][CH:26]=2)[CH:5]1[O:31][CH2:32][C:33]1[CH:38]=[CH:37][CH:36]=[CH:35][CH:34]=1)C=C.[OH2:39].CCCCCCCC(C([NH3+])(C(CCCCCCC)=O)C(CCCCCCC)=O)=O.[Cl-].[Mn]([O-])(=O)(=O)=O.[K+].[C:76]([OH:79])(=[O:78])[CH3:77], predict the reaction product. The product is: [C:12]([O:11][CH2:10][CH:8]1[O:9][CH:4]([CH2:77][C:76]([OH:79])=[O:78])[CH:5]([O:31][CH2:32][C:33]2[CH:38]=[CH:37][CH:36]=[CH:35][CH:34]=2)[CH:6]([O:23][CH2:24][C:25]2[CH:26]=[CH:27][CH:28]=[CH:29][CH:30]=2)[CH:7]1[O:15][CH2:16][C:17]1[CH:22]=[CH:21][CH:20]=[CH:19][CH:18]=1)(=[O:39])[CH3:13].